From a dataset of Full USPTO retrosynthesis dataset with 1.9M reactions from patents (1976-2016). Predict the reactants needed to synthesize the given product. (1) Given the product [F:24][C:9]1[C:10]2[O:14][N:13]=[C:12]([C:15]3[O:16][CH:17]=[CH:18][CH:19]=3)[C:11]=2[CH:20]=[C:21]2[C:8]=1[N:6]1[CH2:7][C@@H:2]([CH3:1])[O:3][C@@H:4]([CH3:25])[C@@H:5]1[C:30]1([C:29](=[O:33])[NH:28][C:27](=[O:34])[NH:26][C:31]1=[O:32])[CH2:22]2, predict the reactants needed to synthesize it. The reactants are: [CH3:1][C@@H:2]1[CH2:7][N:6]([C:8]2[C:21]([CH:22]=O)=[CH:20][C:11]3[C:12]([C:15]4[O:16][CH:17]=[CH:18][CH:19]=4)=[N:13][O:14][C:10]=3[C:9]=2[F:24])[CH2:5][C@H:4]([CH3:25])[O:3]1.[NH:26]1[C:31](=[O:32])[CH2:30][C:29](=[O:33])[NH:28][C:27]1=[O:34]. (2) Given the product [CH3:36][C:37]1[N:41]2[C:42](=[O:51])[N:43]([CH:45]3[CH2:50][CH2:49][N:48]([C:10](=[O:12])[CH2:9][NH:8][C:1](=[O:2])[O:3][C:4]([CH3:5])([CH3:6])[CH3:7])[CH2:47][CH2:46]3)[CH2:44][C:40]2=[CH:39][N:38]=1, predict the reactants needed to synthesize it. The reactants are: [C:1]([NH:8][CH2:9][C:10]([OH:12])=O)([O:3][C:4]([CH3:7])([CH3:6])[CH3:5])=[O:2].C1C=CC2N(O)N=NC=2C=1.CCN=C=NCCCN(C)C.Cl.Cl.[CH3:36][C:37]1[N:41]2[C:42](=[O:51])[N:43]([CH:45]3[CH2:50][CH2:49][NH:48][CH2:47][CH2:46]3)[CH2:44][C:40]2=[CH:39][N:38]=1.C1CCN2C(=NCCC2)CC1. (3) Given the product [Cl:1][C:2]1[CH:7]=[C:6]([C:8]2[N:12]=[C:11]([C:13]3[N:14]=[C:15]4[C:20]([Cl:21])=[CH:19][C:18]([C:22]([F:23])([F:25])[F:24])=[CH:17][N:16]4[CH:26]=3)[O:10][N:9]=2)[C:5]([Cl:27])=[CH:4][C:3]=1[O:28][CH2:32][CH2:31][OH:33], predict the reactants needed to synthesize it. The reactants are: [Cl:1][C:2]1[CH:7]=[C:6]([C:8]2[N:12]=[C:11]([C:13]3[N:14]=[C:15]4[C:20]([Cl:21])=[CH:19][C:18]([C:22]([F:25])([F:24])[F:23])=[CH:17][N:16]4[CH:26]=3)[O:10][N:9]=2)[C:5]([Cl:27])=[CH:4][C:3]=1[OH:28].[OH-].[Na+].[C:31](OCCBr)(=[O:33])[CH3:32]. (4) Given the product [OH:25][C:24]1[CH:23]=[CH:22][C:6]([O:7][C:8]2[C:13]([CH3:14])=[CH:12][C:11]([C:15]3[NH:16][C:17](=[O:20])[NH:18][N:19]=3)=[CH:10][C:9]=2[CH3:21])=[CH:5][C:4]=1[CH:1]([CH3:3])[CH3:2], predict the reactants needed to synthesize it. The reactants are: [CH:1]([C:4]1[CH:5]=[C:6]([CH:22]=[CH:23][C:24]=1[O:25]C)[O:7][C:8]1[C:13]([CH3:14])=[CH:12][C:11]([C:15]2[NH:16][C:17](=[O:20])[NH:18][N:19]=2)=[CH:10][C:9]=1[CH3:21])([CH3:3])[CH3:2].B(Br)(Br)Br. (5) Given the product [Cl:1][C:2]1[CH:3]=[CH:4][C:5]([C@H:8]2[CH2:13][CH2:12][C@H:11]([C:14]3[C:15](=[O:26])[C:16]4[C:21]([C:22](=[O:25])[C:23]=3[Cl:24])=[CH:20][CH:19]=[CH:18][CH:17]=4)[CH2:10][CH2:9]2)=[CH:6][CH:7]=1, predict the reactants needed to synthesize it. The reactants are: [Cl:1][C:2]1[CH:7]=[CH:6][C:5]([CH:8]2[CH2:13][CH2:12][CH:11]([C:14]3(Cl)[CH:23]([Cl:24])[C:22](=[O:25])[C:21]4[C:16](=[CH:17][CH:18]=[CH:19][CH:20]=4)[C:15]3=[O:26])[CH2:10][CH2:9]2)=[CH:4][CH:3]=1.C([O-])(=O)C.[Na+].O. (6) Given the product [ClH:23].[NH2:27][CH2:2][CH:3]([C:13]1[CH:18]=[CH:17][CH:16]=[CH:15][C:14]=1[C:19]([F:22])([F:21])[F:20])[CH2:4][NH:5][C:6](=[O:12])[OH:7], predict the reactants needed to synthesize it. The reactants are: O[CH2:2][CH:3]([C:13]1[CH:18]=[CH:17][CH:16]=[CH:15][C:14]=1[C:19]([F:22])([F:21])[F:20])[CH2:4][NH:5][C:6](=[O:12])[O:7]C(C)(C)C.[Cl:23]S([N:27]=C=O)(=O)=O.O.C(=O)(O)[O-].[Na+]. (7) Given the product [F:21][C:22]1[CH:27]=[CH:26][CH:25]=[CH:24][C:23]=1[CH2:28][C:29]([N:1]1[C:9]2[C:4](=[CH:5][C:6]([C:10]3[C:18]4[C:13](=[N:14][CH:15]=[N:16][C:17]=4[NH2:19])[N:12]([CH3:20])[N:11]=3)=[CH:7][CH:8]=2)[CH2:3][CH2:2]1)=[O:30], predict the reactants needed to synthesize it. The reactants are: [NH:1]1[C:9]2[C:4](=[CH:5][C:6]([C:10]3[C:18]4[C:13](=[N:14][CH:15]=[N:16][C:17]=4[NH2:19])[N:12]([CH3:20])[N:11]=3)=[CH:7][CH:8]=2)[CH2:3][CH2:2]1.[F:21][C:22]1[CH:27]=[CH:26][CH:25]=[CH:24][C:23]=1[CH2:28][C:29](O)=[O:30].CN(C(ON1N=NC2C=CC=NC1=2)=[N+](C)C)C.F[P-](F)(F)(F)(F)F.CCN(C(C)C)C(C)C. (8) Given the product [OH:95][C:90]1[CH:89]=[C:88]([CH:93]=[C:92]([OH:94])[CH:91]=1)[CH2:87][N:84]1[CH2:85][CH2:86][N:81]([C:79]([OH:80])=[O:78])[CH2:82][CH2:83]1, predict the reactants needed to synthesize it. The reactants are: C(N1C=CN=C1)(N1C=CN=C1)=O.CC1C=C(C(N2CC3C=NN(C)C=3NC3C=CC=CC2=3)=O)C=CC=1C[NH-].CCN(C(C)C)C(C)C.NCC1C=CC(C(N2CC3C=NN(C)C=3NC3C=CC=CC2=3)=O)=CC=1C.C([O:78][C:79]([N:81]1[CH2:86][CH2:85][N:84]([CH2:87][C:88]2[CH:93]=[C:92]([OH:94])[CH:91]=[C:90]([OH:95])[CH:89]=2)[CH2:83][CH2:82]1)=[O:80])(C)(C)C.CC1C=C(C(N2CC3C=NN(C)C=3NC3C=CC=CC2=3)=O)C=CC=1CNC(N1CCN(CC2C=C(O)C=C(O)C=2)CC1)=O.